From a dataset of Reaction yield outcomes from USPTO patents with 853,638 reactions. Predict the reaction yield, written as a fraction of the theoretical maximum amount of product (1.0 means a 100% yield; for example, 0.34 means a 34% yield). The reactants are C(Cl)(=O)C(Cl)=O.CS(C)=O.[F:11][C:12]1[CH:13]=[C:14](/[CH:19]=[CH:20]/[C:21]([N:23]2[CH2:28][CH2:27][CH:26]([CH2:29][OH:30])[CH2:25][CH2:24]2)=[O:22])[CH:15]=[C:16]([F:18])[CH:17]=1. The catalyst is C(Cl)Cl. The product is [F:18][C:16]1[CH:15]=[C:14](/[CH:19]=[CH:20]/[C:21]([N:23]2[CH2:24][CH2:25][CH:26]([CH:29]=[O:30])[CH2:27][CH2:28]2)=[O:22])[CH:13]=[C:12]([F:11])[CH:17]=1. The yield is 0.820.